Predict the product of the given reaction. From a dataset of Forward reaction prediction with 1.9M reactions from USPTO patents (1976-2016). (1) Given the reactants [C:1]([C:3]1[C:4]([C:25]2[CH:30]=[CH:29][C:28]([OH:31])=[CH:27][CH:26]=2)=[N:5][N:6]2[CH:11]([C:12]3[CH:17]=[CH:16][CH:15]=[CH:14][C:13]=3[NH:18][C:19](=[O:24])[C:20]([F:23])([F:22])[F:21])[CH2:10][CH2:9][NH:8][C:7]=12)#[N:2].[F:32][C:33]1[CH:38]=[CH:37][C:36](B(O)O)=[CH:35][CH:34]=1, predict the reaction product. The product is: [C:1]([C:3]1[C:4]([C:25]2[CH:30]=[CH:29][C:28]([O:31][C:36]3[CH:37]=[CH:38][C:33]([F:32])=[CH:34][CH:35]=3)=[CH:27][CH:26]=2)=[N:5][N:6]2[CH:11]([C:12]3[CH:17]=[CH:16][CH:15]=[CH:14][C:13]=3[NH:18][C:19](=[O:24])[C:20]([F:22])([F:21])[F:23])[CH2:10][CH2:9][NH:8][C:7]=12)#[N:2]. (2) Given the reactants [OH-].[K+].[OH:3][C:4]1[CH:13]=[C:12]([O:14]C)[C:11]([CH:16]([CH3:18])[CH3:17])=[CH:10][C:5]=1[C:6]([O:8]C)=[O:7].[CH3:19]O, predict the reaction product. The product is: [OH:14][C:12]1[C:11]([CH:16]([CH3:18])[CH3:17])=[CH:10][C:5]([C:6]([OH:8])=[O:7])=[C:4]([O:3][CH3:19])[CH:13]=1.